From a dataset of Catalyst prediction with 721,799 reactions and 888 catalyst types from USPTO. Predict which catalyst facilitates the given reaction. (1) Reactant: [NH2:1][CH:2]1[C:11]2[N:10]=[CH:9][CH:8]=[C:7]([O:12][CH3:13])[C:6]=2[CH2:5][CH2:4][CH2:3]1.[O:14]=[C:15]1[C:23]2[C:18](=[CH:19][CH:20]=[CH:21][CH:22]=2)[C:17](=[O:24])[N:16]1[CH2:25][CH2:26][CH2:27][CH:28]=O.[BH-](OC(C)=O)(OC(C)=O)OC(C)=O.[Na+]. Product: [CH3:13][O:12][C:7]1[C:6]2[CH2:5][CH2:4][CH2:3][CH:2]([NH:1][CH2:28][CH2:27][CH2:26][CH2:25][N:16]3[C:17](=[O:24])[C:18]4[C:23](=[CH:22][CH:21]=[CH:20][CH:19]=4)[C:15]3=[O:14])[C:11]=2[N:10]=[CH:9][CH:8]=1. The catalyst class is: 2. (2) Reactant: [CH2:1]([O:8][C:9]1[CH:10]=[C:11]([S:15][C:16]2[CH:21]=[CH:20][C:19]([CH2:22][CH2:23][CH2:24][CH2:25][C:26]([NH:44][C:45]([O:47][C:48]([CH3:51])([CH3:50])[CH3:49])=[O:46])([CH2:35][O:36][Si](C(C)(C)C)(C)C)[CH:27]=[CH:28][P:29](=[O:34])([O:32][CH3:33])[O:30][CH3:31])=[C:18]([Cl:52])[CH:17]=2)[CH:12]=[CH:13][CH:14]=1)[C:2]1[CH:7]=[CH:6][CH:5]=[CH:4][CH:3]=1.CCCC[N+](CCCC)(CCCC)CCCC.[F-].O1CCCC1.O. Product: [CH2:1]([O:8][C:9]1[CH:10]=[C:11]([S:15][C:16]2[CH:21]=[CH:20][C:19]([CH2:22][CH2:23][CH2:24][CH2:25][C:26]([NH:44][C:45]([O:47][C:48]([CH3:50])([CH3:49])[CH3:51])=[O:46])([CH2:35][OH:36])[CH2:27][CH2:28][P:29](=[O:34])([O:32][CH3:33])[O:30][CH3:31])=[C:18]([Cl:52])[CH:17]=2)[CH:12]=[CH:13][CH:14]=1)[C:2]1[CH:7]=[CH:6][CH:5]=[CH:4][CH:3]=1. The catalyst class is: 7.